This data is from Forward reaction prediction with 1.9M reactions from USPTO patents (1976-2016). The task is: Predict the product of the given reaction. (1) Given the reactants [CH3:1][N:2]([C:4]([N:6]=[C:7]([NH2:9])[NH2:8])=[NH:5])[CH3:3].Cl.[OH-].[Na+].[C:13]([OH:21])(=[O:20])[CH:14]([CH2:16][C:17]([OH:19])=[O:18])[OH:15].CC(C)=O, predict the reaction product. The product is: [CH3:1][N:2]([C:4]([NH:6][C:7]([NH2:9])=[NH:8])=[NH:5])[CH3:3].[C:13]([O-:21])(=[O:20])[CH:14]([CH2:16][C:17]([O-:19])=[O:18])[OH:15]. (2) Given the reactants C1(C)C=CC(S(Cl)(=O)=O)=CC=1.[CH2:12]([C:16]1[N:17]([CH2:30][CH2:31][CH2:32][NH:33][C:34](=[O:40])[O:35][C:36]([CH3:39])([CH3:38])[CH3:37])[C:18]2[C:27]3[CH:26]=[CH:25][CH:24]=[CH:23][C:22]=3[N+:21]([O-])=[CH:20][C:19]=2[N:29]=1)[CH2:13][CH2:14][CH3:15].O.C(Cl)Cl.[OH-].[NH4+:46], predict the reaction product. The product is: [NH2:46][C:20]1[C:19]2[N:29]=[C:16]([CH2:12][CH2:13][CH2:14][CH3:15])[N:17]([CH2:30][CH2:31][CH2:32][NH:33][C:34](=[O:40])[O:35][C:36]([CH3:39])([CH3:38])[CH3:37])[C:18]=2[C:27]2[CH:26]=[CH:25][CH:24]=[CH:23][C:22]=2[N:21]=1. (3) Given the reactants CC(C)([O-])C.[K+].[CH3:7][C:8]1[NH:12][N:11]=[CH:10][C:9]=1[C:13](=[O:17])[CH2:14][CH2:15][CH3:16].C(OC([NH:25][N:26]1[CH2:31][CH2:30][CH:29](OS(C)(=O)=O)[CH2:28][CH2:27]1)=O)(C)(C)C, predict the reaction product. The product is: [NH2:25][N:26]1[CH2:31][CH2:30][CH:29]([N:12]2[C:8]([CH3:7])=[C:9]([C:13](=[O:17])[CH2:14][CH2:15][CH3:16])[CH:10]=[N:11]2)[CH2:28][CH2:27]1. (4) Given the reactants [C:1]([O:5][C:6]([N:8]1[CH2:11][CH:10]([C:12](=[O:14])[CH3:13])[CH2:9]1)=[O:7])([CH3:4])([CH3:3])[CH3:2].[Li+].C[Si]([N-][Si](C)(C)C)(C)C.[F:25][C:26]([F:45])([F:44])[S:27](N(C1C=CC=CC=1)[S:27]([C:26]([F:45])([F:44])[F:25])(=[O:29])=[O:28])(=[O:29])=[O:28], predict the reaction product. The product is: [C:1]([O:5][C:6]([N:8]1[CH2:11][CH:10]([C:12]([O:14][S:27]([C:26]([F:45])([F:44])[F:25])(=[O:29])=[O:28])=[CH2:13])[CH2:9]1)=[O:7])([CH3:4])([CH3:2])[CH3:3].